Dataset: Full USPTO retrosynthesis dataset with 1.9M reactions from patents (1976-2016). Task: Predict the reactants needed to synthesize the given product. Given the product [ClH:29].[CH2:1]([O:8][C:9]1[CH:18]=[C:17]2[C:12]([C:13]([Cl:29])=[CH:14][N:15]=[N:16]2)=[CH:11][C:10]=1[O:20][CH3:21])[C:2]1[CH:7]=[CH:6][CH:5]=[CH:4][CH:3]=1, predict the reactants needed to synthesize it. The reactants are: [CH2:1]([O:8][C:9]1[CH:18]=[C:17]2[C:12]([C:13](O)=[CH:14][N:15]=[N:16]2)=[CH:11][C:10]=1[O:20][CH3:21])[C:2]1[CH:7]=[CH:6][CH:5]=[CH:4][CH:3]=1.CN(C=O)C.S(Cl)([Cl:29])=O.